From a dataset of Reaction yield outcomes from USPTO patents with 853,638 reactions. Predict the reaction yield, written as a fraction of the theoretical maximum amount of product (1.0 means a 100% yield; for example, 0.34 means a 34% yield). (1) The reactants are [F:1][C:2]1[CH:19]=[CH:18][C:5]([C:6]([N:8]2[CH2:13][CH2:12][CH2:11][C@H:10]([C:14]([NH:16][OH:17])=[NH:15])[CH2:9]2)=[O:7])=[CH:4][CH:3]=1.[C:20]1([CH2:26][CH2:27][C:28](O)=O)[CH:25]=[CH:24][CH:23]=[CH:22][CH:21]=1. No catalyst specified. The product is [F:1][C:2]1[CH:19]=[CH:18][C:5]([C:6]([N:8]2[CH2:13][CH2:12][CH2:11][C@H:10]([C:14]3[N:15]=[C:28]([CH2:27][CH2:26][C:20]4[CH:25]=[CH:24][CH:23]=[CH:22][CH:21]=4)[O:17][N:16]=3)[CH2:9]2)=[O:7])=[CH:4][CH:3]=1. The yield is 0.220. (2) The reactants are [CH3:1][O:2][C:3](=[O:13])[C:4]1[CH:9]=[CH:8][C:7](F)=[C:6]([C:11]#[N:12])[CH:5]=1.Cl.[CH3:15][NH:16][CH3:17].C(=O)([O-])[O-].[K+].[K+]. The catalyst is CS(C)=O. The product is [CH3:1][O:2][C:3](=[O:13])[C:4]1[CH:9]=[CH:8][C:7]([N:16]([CH3:17])[CH3:15])=[C:6]([C:11]#[N:12])[CH:5]=1. The yield is 0.940. (3) The reactants are [N:1]([CH2:4][CH:5]1[CH2:9][C:8]2[CH:10]=[C:11]([CH:20]3[CH2:24][CH2:23][CH2:22][CH2:21]3)[CH:12]=[C:13]([C:14]3[CH:19]=[CH:18][CH:17]=[CH:16][CH:15]=3)[C:7]=2[O:6]1)=[N+]=[N-].C1(P(C2C=CC=CC=2)C2C=CC=CC=2)C=CC=CC=1. No catalyst specified. The product is [CH:20]1([C:11]2[CH:12]=[C:13]([C:14]3[CH:19]=[CH:18][CH:17]=[CH:16][CH:15]=3)[C:7]3[O:6][CH:5]([CH2:4][NH2:1])[CH2:9][C:8]=3[CH:10]=2)[CH2:21][CH2:22][CH2:23][CH2:24]1. The yield is 0.500. (4) The reactants are [Cl:1][C:2]1[CH:9]=[CH:8][CH:7]=[C:6]([N:10]2[CH:19]=[CH:18][C:17]3[C:12](=[C:13]([F:23])[CH:14]=[C:15]([CH:20]4[CH2:22][CH2:21]4)[CH:16]=3)[C:11]2=[O:24])[C:3]=1[CH:4]=[O:5].[Li+].[B-](CC)(CC)CC. The catalyst is C1COCC1. The product is [Cl:1][C:2]1[C:3]([CH2:4][OH:5])=[C:6]([N:10]2[CH:19]=[CH:18][C:17]3[C:12](=[C:13]([F:23])[CH:14]=[C:15]([CH:20]4[CH2:22][CH2:21]4)[CH:16]=3)[C:11]2=[O:24])[CH:7]=[CH:8][CH:9]=1. The yield is 0.960. (5) The reactants are Cl[C:2]1[CH:7]=[CH:6][N:5]=[CH:4][C:3]=1[S:8]([NH2:11])(=[O:10])=[O:9].[N-:12]=[N+:13]=[N-:14].[Na+].CN(C)C=O.O. The catalyst is [Cl-].[NH4+]. The product is [N:12]([C:2]1[CH:7]=[CH:6][N:5]=[CH:4][C:3]=1[S:8]([NH2:11])(=[O:10])=[O:9])=[N+:13]=[N-:14]. The yield is 0.910.